Dataset: Catalyst prediction with 721,799 reactions and 888 catalyst types from USPTO. Task: Predict which catalyst facilitates the given reaction. (1) Reactant: [CH2:1]([N:5]1[C:14]2[C:9](=[CH:10][CH:11]=[C:12]([C:15]([O:17]C)=[O:16])[CH:13]=2)[CH2:8][CH2:7][CH2:6]1)[CH2:2][CH2:3][CH3:4].[OH-].[K+]. Product: [CH2:1]([N:5]1[C:14]2[C:9](=[CH:10][CH:11]=[C:12]([C:15]([OH:17])=[O:16])[CH:13]=2)[CH2:8][CH2:7][CH2:6]1)[CH2:2][CH2:3][CH3:4]. The catalyst class is: 24. (2) Reactant: [C:1]([O:5][C:6]([N:8]1[CH2:13][C@H:12]([CH2:14]Cl)[N:11](CC2C=CC=CC=2)[CH2:10][C@H:9]1[CH3:23])=[O:7])([CH3:4])([CH3:3])[CH3:2].[CH3:24][C:25]1([CH3:31])[CH2:29][NH:28][C:27](=[O:30])[CH2:26]1.C(=O)([O-])[O-].[K+].[K+].[I-].[K+]. Product: [C:1]([O:5][C:6]([N:8]1[CH2:13][C@H:12]([CH2:14][N:28]2[CH2:29][C:25]([CH3:31])([CH3:24])[CH2:26][C:27]2=[O:30])[NH:11][CH2:10][C@H:9]1[CH3:23])=[O:7])([CH3:2])([CH3:3])[CH3:4]. The catalyst class is: 10. (3) Reactant: C12(C3C=CC(OCC(N[C:20]4[CH:21]=[C:22]([CH:26]=[CH:27][CH:28]=4)[C:23](O)=[O:24])=O)=CC=3)CC3CC(CC(C3)C1)C2.[Cl:31][C:32]1[CH:38]=[CH:37][C:35]([NH2:36])=[CH:34][CH:33]=1.CCN(C(C)C)C(C)C.C(Cl)CCl.C1C=CC2N(O)N=NC=2C=1. Product: [Cl:31][C:32]1[CH:38]=[CH:37][C:35]([NH:36][C:23](=[O:24])[C:22]2[CH:26]=[CH:27][CH:28]=[CH:20][CH:21]=2)=[CH:34][CH:33]=1. The catalyst class is: 39. (4) Reactant: [NH2:1][C:2]1[C:3]([NH:9][C@H:10]2[C@@H:14]3[O:15][C:16]([CH3:19])([CH3:18])[O:17][C@@H:13]3[C@H:12]([CH2:20][N:21]([CH3:36])[CH2:22][CH2:23][CH2:24][N:25]3[C:33](=[O:34])[C:32]4[C:27](=[CH:28][CH:29]=[CH:30][CH:31]=4)[C:26]3=[O:35])[CH2:11]2)=[N:4][CH:5]=[N:6][C:7]=1[Cl:8].[CH:37]([O-])([O-])OCC. Product: [Cl:8][C:7]1[N:6]=[CH:5][N:4]=[C:3]2[C:2]=1[N:1]=[CH:37][N:9]2[C@H:10]1[C@@H:14]2[O:15][C:16]([CH3:18])([CH3:19])[O:17][C@@H:13]2[C@H:12]([CH2:20][N:21]([CH3:36])[CH2:22][CH2:23][CH2:24][N:25]2[C:26](=[O:35])[C:27]3[C:32](=[CH:31][CH:30]=[CH:29][CH:28]=3)[C:33]2=[O:34])[CH2:11]1. The catalyst class is: 15. (5) Reactant: [CH2:1]([N:8]1[CH:12]=[C:11]([C:13]([O:15]CC)=[O:14])[CH:10]=[N:9]1)[C:2]1[CH:7]=[CH:6][CH:5]=[CH:4][CH:3]=1.O.O[Li].O. Product: [CH2:1]([N:8]1[CH:12]=[C:11]([C:13]([OH:15])=[O:14])[CH:10]=[N:9]1)[C:2]1[CH:7]=[CH:6][CH:5]=[CH:4][CH:3]=1. The catalyst class is: 5. (6) Reactant: [N:1]([C:4]1[CH:11]=[CH:10][C:7]([CH:8]=O)=[CH:6][CH:5]=1)=[N+:2]=[N-:3].[CH:12](=[O:15])[CH2:13]C.[OH-].[Na+].[CH:18](O)(C)C. Product: [N:1]([C:4]1[CH:11]=[CH:10][C:7]([CH:8]=[CH:13][CH:12]=[O:15])=[C:6]([CH3:18])[CH:5]=1)=[N+:2]=[N-:3]. The catalyst class is: 6. (7) Reactant: [H-].[Na+].[OH:3][CH2:4][C@@H:5]1[CH2:10][CH2:9][CH2:8][C@H:7]([C:11]([O:13]C)=[O:12])[CH2:6]1.Cl[C:16]1[N:21]=[C:20]([C:22]2[CH:27]=[CH:26][CH:25]=[CH:24][CH:23]=2)[C:19]([C:28]2[CH:33]=[CH:32][CH:31]=[CH:30][CH:29]=2)=[CH:18][N:17]=1. Product: [C:22]1([C:20]2[C:19]([C:28]3[CH:33]=[CH:32][CH:31]=[CH:30][CH:29]=3)=[CH:18][N:17]=[C:16]([O:3][CH2:4][C@@H:5]3[CH2:10][CH2:9][CH2:8][C@H:7]([C:11]([OH:13])=[O:12])[CH2:6]3)[N:21]=2)[CH:27]=[CH:26][CH:25]=[CH:24][CH:23]=1. The catalyst class is: 9. (8) Reactant: [F:1][C:2]1[CH:22]=[CH:21][C:5]([C:6]([C:8]2[CH:9]=[N:10][CH:11]=[CH:12][C:13]=2[NH:14]C(=O)C(C)(C)C)=[O:7])=[CH:4][CH:3]=1. The catalyst class is: 33. Product: [NH2:14][C:13]1[CH:12]=[CH:11][N:10]=[CH:9][C:8]=1[C:6](=[O:7])[C:5]1[CH:21]=[CH:22][C:2]([F:1])=[CH:3][CH:4]=1. (9) Reactant: [OH-:1].[K+].[CH3:3][C:4]1[CH:5]=[C:6]([CH:19]=[C:20]([CH3:22])[CH:21]=1)[CH2:7][CH2:8][C:9]1[CH:14]=[CH:13][C:12](CC([O-])=O)=[CH:11][CH:10]=1. Product: [CH3:3][C:4]1[CH:5]=[C:6]([CH:19]=[C:20]([CH3:22])[CH:21]=1)[CH2:7][CH2:8][C:9]1[CH:14]=[CH:13][C:12]([OH:1])=[CH:11][CH:10]=1. The catalyst class is: 5.